From a dataset of Forward reaction prediction with 1.9M reactions from USPTO patents (1976-2016). Predict the product of the given reaction. Given the reactants [CH:1]1([C:7]2[C:16]3[C:11](=[CH:12][CH:13]=[CH:14][CH:15]=3)[N:10]=[C:9]([CH3:17])[C:8]=2[C:18](=[O:24])[C:19]([O:21][CH2:22][CH3:23])=[O:20])[CH2:6][CH2:5][CH2:4][CH2:3][CH2:2]1.[BH4-].[Na+], predict the reaction product. The product is: [CH:1]1([C:7]2[C:16]3[C:11](=[CH:12][CH:13]=[CH:14][CH:15]=3)[N:10]=[C:9]([CH3:17])[C:8]=2[CH:18]([OH:24])[C:19]([O:21][CH2:22][CH3:23])=[O:20])[CH2:2][CH2:3][CH2:4][CH2:5][CH2:6]1.